This data is from Forward reaction prediction with 1.9M reactions from USPTO patents (1976-2016). The task is: Predict the product of the given reaction. (1) The product is: [NH2:7][C@@H:8]1[C:14](=[O:15])[NH:13][C:12]2[CH:16]=[CH:17][CH:18]=[CH:19][C:11]=2[O:10][C@@H:9]1[CH2:20][CH3:21]. Given the reactants C(OC(=O)[NH:7][C@@H:8]1[C:14](=[O:15])[NH:13][C:12]2[CH:16]=[CH:17][CH:18]=[CH:19][C:11]=2[O:10][C@@H:9]1[CH2:20][CH3:21])(C)(C)C.P(=O)(O)(O)O, predict the reaction product. (2) Given the reactants C[O:2][C:3](=[O:31])[CH2:4][CH2:5][C@H:6]([C@@H:8]1[C@:25]2([CH3:26])[C@H:11]([C@H:12]3[C@H:22]([CH2:23][CH2:24]2)[C@:20]2([CH3:21])[C@@H:15]([CH2:16][C@H:17]([OH:27])[CH2:18][CH2:19]2)/[C:14](=[CH:28]\[CH3:29])/[C:13]3=[O:30])[CH2:10][CH2:9]1)[CH3:7].[OH-].[Na+], predict the reaction product. The product is: [OH:27][C@@H:17]1[CH2:18][CH2:19][C@@:20]2([CH3:21])[C@H:15](/[C:14](=[CH:28]\[CH3:29])/[C:13](=[O:30])[C@@H:12]3[C@@H:22]2[CH2:23][CH2:24][C@@:25]2([CH3:26])[C@H:11]3[CH2:10][CH2:9][C@@H:8]2[C@H:6]([CH3:7])[CH2:5][CH2:4][C:3]([OH:31])=[O:2])[CH2:16]1. (3) Given the reactants [F:1][C:2]([F:13])([C:6]1[CH:11]=[CH:10][C:9]([F:12])=[CH:8][CH:7]=1)[CH2:3][CH2:4][SH:5].F[C:15]1[C:16]([C:21]([NH:23][CH2:24][CH2:25][CH:26]([CH3:28])[CH3:27])=[O:22])=[N:17][CH:18]=[CH:19][CH:20]=1.C(=O)([O-])[O-].[Cs+].[Cs+], predict the reaction product. The product is: [F:13][C:2]([F:1])([C:6]1[CH:11]=[CH:10][C:9]([F:12])=[CH:8][CH:7]=1)[CH2:3][CH2:4][S:5][C:15]1[C:16]([C:21]([NH:23][CH2:24][CH2:25][CH:26]([CH3:28])[CH3:27])=[O:22])=[N:17][CH:18]=[CH:19][CH:20]=1. (4) Given the reactants [NH2:1][CH2:2][CH:3]1[CH2:8][CH2:7][N:6]([C:9]2[C:14]([F:15])=[CH:13][N:12]=[C:11]([NH:16][C:17]3[CH:18]=[C:19]4[C:24](=[CH:25][CH:26]=3)[NH:23][C:22](=[O:27])[CH2:21][CH2:20]4)[N:10]=2)[CH2:5][CH2:4]1.[C:28]([O:32][C:33](NC(C1CCNCC1)[C:33]([O:32][CH3:28])=[O:34])=[O:34])(C)(C)C, predict the reaction product. The product is: [NH2:1][CH:2]([CH:3]1[CH2:8][CH2:7][N:6]([C:9]2[C:14]([F:15])=[CH:13][N:12]=[C:11]([NH:16][C:17]3[CH:18]=[C:19]4[C:24](=[CH:25][CH:26]=3)[NH:23][C:22](=[O:27])[CH2:21][CH2:20]4)[N:10]=2)[CH2:5][CH2:4]1)[C:33]([O:32][CH3:28])=[O:34].